From a dataset of Forward reaction prediction with 1.9M reactions from USPTO patents (1976-2016). Predict the product of the given reaction. (1) Given the reactants [CH3:1][C:2]([CH3:23])([CH3:22])[C:3]#[C:4][C:5]1[S:9][C:8]([C:10]([O:12]C)=[O:11])=[C:7]([NH:14][CH:15]2[CH2:20][CH2:19][C:18](=O)[CH2:17][CH2:16]2)[CH:6]=1.[O:24]1[CH2:28][CH2:27][CH:26]([OH:29])[CH2:25]1.O1CCC(O)CC1.C([O:40][C@H:41]1[CH2:46][C@H:45]([CH3:47])[CH2:44][CH2:43][C@H:42]1[C:48](Cl)=[O:49])(=O)C.[Li+].[OH-].FC(F)(F)C(O)=O, predict the reaction product. The product is: [CH3:22][C:2]([CH3:1])([CH3:23])[C:3]#[C:4][C:5]1[S:9][C:8]([C:10]([OH:12])=[O:11])=[C:7]([N:14]([CH:15]2[CH2:16][CH2:17][CH:18]([O:29][CH:26]3[CH2:27][CH2:28][O:24][CH2:25]3)[CH2:19][CH2:20]2)[C:48]([C@@H:42]2[CH2:43][CH2:44][C@@H:45]([CH3:47])[CH2:46][C@@H:41]2[OH:40])=[O:49])[CH:6]=1. (2) Given the reactants C[O:2][C:3]1[CH:8]=[CH:7][CH:6]=[CH:5][C:4]=1[P:9](=[O:22])([C:16]1[CH:21]=[CH:20][CH:19]=[CH:18][CH:17]=1)[C:10]1[CH:15]=[CH:14][CH:13]=[CH:12][CH:11]=1.B(Br)(Br)Br, predict the reaction product. The product is: [OH:2][C:3]1[CH:8]=[CH:7][CH:6]=[CH:5][C:4]=1[P:9](=[O:22])([C:10]1[CH:11]=[CH:12][CH:13]=[CH:14][CH:15]=1)[C:16]1[CH:21]=[CH:20][CH:19]=[CH:18][CH:17]=1. (3) Given the reactants [S:1]1[CH:5]=[CH:4][N:3]=[N:2]1.ClC1C=CC([CH2:11][NH:12][C:13](C(C(OCC)=O)C(OCC)=O)=O)=CC=1.ClC1C=CC(C[NH2:34])=CC=1.C(C(OCC)=O)(C(OCC)=O)C(OCC)=O, predict the reaction product. The product is: [N:3]1[C:4]2[CH:13]=[N:12][CH:11]=[N:34][C:5]=2[S:1][N:2]=1. (4) Given the reactants C[O:2][C:3](=[O:38])[CH:4]([C:10]1[CH:11]=[C:12]([C:28]2[CH:33]=[CH:32][C:31]([C:34]([F:37])([F:36])[F:35])=[CH:30][CH:29]=2)[CH:13]=[C:14]([C:16]2[CH:21]=[CH:20][C:19]([O:22][C:23]([F:26])([F:25])[F:24])=[C:18]([F:27])[CH:17]=2)[CH:15]=1)[CH2:5][CH:6]([CH2:8][CH3:9])[CH3:7].[Li+].[OH-], predict the reaction product. The product is: [F:27][C:18]1[CH:17]=[C:16]([C:14]2[CH:15]=[C:10]([CH:4]([CH2:5][CH:6]([CH2:8][CH3:9])[CH3:7])[C:3]([OH:38])=[O:2])[CH:11]=[C:12]([C:28]3[CH:29]=[CH:30][C:31]([C:34]([F:35])([F:36])[F:37])=[CH:32][CH:33]=3)[CH:13]=2)[CH:21]=[CH:20][C:19]=1[O:22][C:23]([F:25])([F:24])[F:26]. (5) The product is: [CH2:12]([O:11][C:3]1[CH:4]=[CH:5][CH:6]=[C:7]([N+:8]([O-:10])=[O:9])[C:2]=1[NH2:1])[C:13]1[CH:18]=[CH:17][CH:16]=[CH:15][CH:14]=1. Given the reactants [NH2:1][C:2]1[C:7]([N+:8]([O-:10])=[O:9])=[CH:6][CH:5]=[CH:4][C:3]=1[OH:11].[CH2:12](Cl)[C:13]1[CH:18]=[CH:17][CH:16]=[CH:15][CH:14]=1.C(=O)([O-])[O-].[K+].[K+].[I-].[Na+], predict the reaction product. (6) Given the reactants [NH2:1][C:2]1[CH:3]=[C:4]([N:8]2[C:13](=[O:14])[C:12]([CH2:15][C:16]3[CH:21]=[CH:20][CH:19]=[CH:18][CH:17]=3)=[N:11][C:10]3[CH:22]=[CH:23][CH:24]=[N:25][C:9]2=3)[CH:5]=[CH:6][CH:7]=1.[C:26]1([N:36]=[C:37]=[O:38])[C:35]2[C:30](=[CH:31][CH:32]=[CH:33][CH:34]=2)[CH:29]=[CH:28][CH:27]=1, predict the reaction product. The product is: [C:26]1([NH:36][C:37](=[O:38])[NH:1][C:2]2[CH:3]=[C:4]([N:8]3[C:13](=[O:14])[C:12]([CH2:15][C:16]4[CH:21]=[CH:20][CH:19]=[CH:18][CH:17]=4)=[N:11][C:10]4[CH:22]=[CH:23][CH:24]=[N:25][C:9]3=4)[CH:5]=[CH:6][CH:7]=2)[C:35]2[C:30](=[CH:31][CH:32]=[CH:33][CH:34]=2)[CH:29]=[CH:28][CH:27]=1. (7) The product is: [CH3:1][S:2]([C:5]1[CH:6]=[CH:7][C:8]([CH2:11][C:12]([O:14][CH3:16])=[O:13])=[CH:9][CH:10]=1)(=[O:3])=[O:4]. Given the reactants [CH3:1][S:2]([C:5]1[CH:10]=[CH:9][C:8]([CH2:11][C:12]([OH:14])=[O:13])=[CH:7][CH:6]=1)(=[O:4])=[O:3].[Si](C=[N+]=[N-])(C)(C)[CH3:16].C(O)(=O)C, predict the reaction product. (8) Given the reactants C1N=CN(C(N2C=NC=C2)=O)C=1.[C:13]([OH:21])(=O)[C:14]1[CH:19]=[CH:18][N:17]=[CH:16][CH:15]=1.[Li+].C[Si]([N-][Si](C)(C)C)(C)C.[C:32]([C@H:35]1[CH2:40][CH2:39][C@H:38]([CH2:41][N:42]2[C:46]3[CH:47]=[C:48]([O:51][CH3:52])[CH:49]=[CH:50][C:45]=3[N:44]([CH3:53])[C:43]2=[O:54])[CH2:37][CH2:36]1)(=[O:34])[CH3:33], predict the reaction product. The product is: [CH3:52][O:51][C:48]1[CH:49]=[CH:50][C:45]2[N:44]([CH3:53])[C:43](=[O:54])[N:42]([CH2:41][C@H:38]3[CH2:39][CH2:40][C@H:35]([C:32](=[O:34])[CH2:33][C:13]([C:14]4[CH:15]=[CH:16][N:17]=[CH:18][CH:19]=4)=[O:21])[CH2:36][CH2:37]3)[C:46]=2[CH:47]=1. (9) Given the reactants CN(C)CCN[C:6]1[N:11]=[C:10]([O:12][C:13]2C3C(=CC=CC=3)C(NC(NC3C=C(C(F)(F)F)C=CC=3OC)=O)=CC=2)[CH:9]=[C:8](C)[N:7]=1.CO[C:43]1[CH:50]=[CH:49][C:46]([CH2:47][NH2:48])=[CH:45][CH:44]=1.C(N(CC)CC)C.C(OCC)(=O)C, predict the reaction product. The product is: [CH3:13][O:12][C:10]1[CH:9]=[CH:8][N:7]=[C:6]([NH:48][CH2:47][C:46]2[CH:45]=[CH:44][CH:43]=[CH:50][CH:49]=2)[N:11]=1. (10) Given the reactants N1[C:9]2[C:4](=[CH:5][CH:6]=[CH:7][CH:8]=2)[C:3]([CH:10]2[C:23]3[C:18](=[CH:19][CH:20]=[CH:21][CH:22]=3)[C:17]3[CH:16]=[CH:15][CH:14]=[CH:13][C:12]=3[N:11]2[C:24](=[O:28])[C:25]([OH:27])=O)=C1.[CH2:29]([N:31](C(C)C)C(C)C)C.[Cl-].[CH3:39][NH3+:40].C1C=CC2N(O)N=NC=2C=1.CN(C(ON1N=NC2C=CC=CC1=2)=[N+](C)C)C.F[P-](F)(F)(F)(F)F, predict the reaction product. The product is: [NH:40]1[C:5]2[C:4](=[CH:9][CH:8]=[CH:7][CH:6]=2)[C:3]([CH:10]2[C:23]3[C:18](=[CH:19][CH:20]=[CH:21][CH:22]=3)[C:13]3[CH:14]=[CH:15][CH:16]=[CH:17][C:12]=3[N:11]2[C:24](=[O:28])[C:25]([NH:31][CH3:29])=[O:27])=[CH:39]1.